Dataset: CYP2C19 inhibition data for predicting drug metabolism from PubChem BioAssay. Task: Regression/Classification. Given a drug SMILES string, predict its absorption, distribution, metabolism, or excretion properties. Task type varies by dataset: regression for continuous measurements (e.g., permeability, clearance, half-life) or binary classification for categorical outcomes (e.g., BBB penetration, CYP inhibition). Dataset: cyp2c19_veith. (1) The compound is C=CC[NH+]1/C(=C\CO)[C@H]2C[C@@H]3[C@@H]1CC[C@]31c3ccccc3N3/C=C4/[C@@H]5C[C@H]6[C@H](CC[C@@]67c6ccccc6N(/C=C/2[C@H]31)[C@@H]47)[NH+](CC=C)/C5=C\CO. The result is 0 (non-inhibitor). (2) The molecule is CN(C)C(=O)c1ccc(-c2cncnc2NCc2cccnc2)cc1. The result is 1 (inhibitor).